Dataset: Reaction yield outcomes from USPTO patents with 853,638 reactions. Task: Predict the reaction yield, written as a fraction of the theoretical maximum amount of product (1.0 means a 100% yield; for example, 0.34 means a 34% yield). (1) The reactants are Br[C:2]1[CH:3]=[C:4]([F:10])[C:5]([Cl:9])=[C:6]([Cl:8])[CH:7]=1.[B:11]1([B:11]2[O:15][C:14]([CH3:17])([CH3:16])[C:13]([CH3:19])([CH3:18])[O:12]2)[O:15][C:14]([CH3:17])([CH3:16])[C:13]([CH3:19])([CH3:18])[O:12]1.CC([O-])=O.[K+]. The catalyst is O1CCOCC1.C1C=CC(P(C2C=CC=CC=2)[C-]2C=CC=C2)=CC=1.C1C=CC(P(C2C=CC=CC=2)[C-]2C=CC=C2)=CC=1.Cl[Pd]Cl.[Fe+2]. The product is [Cl:8][C:6]1[CH:7]=[C:2]([B:11]2[O:15][C:14]([CH3:17])([CH3:16])[C:13]([CH3:19])([CH3:18])[O:12]2)[CH:3]=[C:4]([F:10])[C:5]=1[Cl:9]. The yield is 0.833. (2) The reactants are Cl[C:2]([O:4][CH:5]([Cl:7])[CH3:6])=[O:3].[CH2:8]([SH:10])[CH3:9].C(N(CC)CC)C. The catalyst is C(OCC)C. The product is [C:2](=[O:3])([S:10][CH2:8][CH3:9])[O:4][CH:5]([Cl:7])[CH3:6]. The yield is 0.890. (3) The yield is 0.940. The catalyst is CO. The product is [CH3:25][O:24][C:18]1[CH:17]=[C:16]([CH2:15][C:14]([NH:13][C:10]2[CH:11]=[CH:12][C:7]([CH:5]3[CH:4]([CH3:27])[O:6]3)=[CH:8][CH:9]=2)=[O:26])[CH:21]=[CH:20][C:19]=1[O:22][CH3:23]. The reactants are [BH4-].[Na+].Cl[CH:4]([CH3:27])[C:5]([C:7]1[CH:12]=[CH:11][C:10]([NH:13][C:14](=[O:26])[CH2:15][C:16]2[CH:21]=[CH:20][C:19]([O:22][CH3:23])=[C:18]([O:24][CH3:25])[CH:17]=2)=[CH:9][CH:8]=1)=[O:6].[OH-].[Na+]. (4) The reactants are [F:1][C:2]([F:43])([F:42])[C:3]1[CH:4]=[C:5]([CH:39]=[CH:40][CH:41]=1)[CH2:6][NH:7][C:8](=[O:38])[C:9]1[CH:14]=[CH:13][N:12]=[C:11]([C:15]2[CH:20]=[C:19]([N:21]3[CH2:26][CH2:25][CH2:24][CH2:23][CH2:22]3)[CH:18]=[CH:17][C:16]=2[NH:27][C:28](=[O:37])[C:29]2[CH:34]=[CH:33][CH:32]=[C:31]([CH2:35]Br)[CH:30]=2)[CH:10]=1.[N:44]1([C:50](=[O:52])[CH3:51])[CH2:49][CH2:48][NH:47][CH2:46][CH2:45]1.[I-].[K+].C(=O)([O-])[O-].[K+].[K+]. The catalyst is CN(C)C=O.O. The product is [C:50]([N:44]1[CH2:49][CH2:48][N:47]([CH2:35][C:31]2[CH:30]=[C:29]([CH:34]=[CH:33][CH:32]=2)[C:28]([NH:27][C:16]2[CH:17]=[CH:18][C:19]([N:21]3[CH2:26][CH2:25][CH2:24][CH2:23][CH2:22]3)=[CH:20][C:15]=2[C:11]2[CH:10]=[C:9]([CH:14]=[CH:13][N:12]=2)[C:8]([NH:7][CH2:6][C:5]2[CH:39]=[CH:40][CH:41]=[C:3]([C:2]([F:43])([F:42])[F:1])[CH:4]=2)=[O:38])=[O:37])[CH2:46][CH2:45]1)(=[O:52])[CH3:51]. The yield is 0.340.